This data is from Catalyst prediction with 721,799 reactions and 888 catalyst types from USPTO. The task is: Predict which catalyst facilitates the given reaction. (1) Reactant: [Cl:1][C:2]1[N:7]=[C:6]([NH:8][C:9]2[C:10]([NH2:15])=[CH:11][CH:12]=[CH:13][CH:14]=2)[C:5]([Cl:16])=[CH:4][N:3]=1.C(N(C(C)C)CC)(C)C.[CH:26]1([C:29](Cl)=[O:30])[CH2:28][CH2:27]1. Product: [Cl:1][C:2]1[N:7]=[C:6]([NH:8][C:9]2[CH:14]=[CH:13][CH:12]=[CH:11][C:10]=2[NH:15][C:29]([CH:26]2[CH2:28][CH2:27]2)=[O:30])[C:5]([Cl:16])=[CH:4][N:3]=1. The catalyst class is: 4. (2) Reactant: [CH2:1]([O:8][C:9](=[O:33])[CH2:10][CH2:11][C@H:12]([NH:25][C:26]([O:28][C:29]([CH3:32])([CH3:31])[CH3:30])=[O:27])[C:13](=[O:24])[NH:14][CH2:15][C:16]1[CH:21]=[CH:20][C:19]([C:22]#[N:23])=[CH:18][CH:17]=1)[C:2]1[CH:7]=[CH:6][CH:5]=[CH:4][CH:3]=1.Cl.[NH2:35][OH:36].CCN(C(C)C)C(C)C. Product: [CH2:1]([O:8][C:9](=[O:33])[CH2:10][CH2:11][C@H:12]([NH:25][C:26]([O:28][C:29]([CH3:31])([CH3:30])[CH3:32])=[O:27])[C:13](=[O:24])[NH:14][CH2:15][C:16]1[CH:17]=[CH:18][C:19]([C:22](=[NH:23])[NH:35][OH:36])=[CH:20][CH:21]=1)[C:2]1[CH:3]=[CH:4][CH:5]=[CH:6][CH:7]=1. The catalyst class is: 8.